Task: Predict the product of the given reaction.. Dataset: Forward reaction prediction with 1.9M reactions from USPTO patents (1976-2016) The product is: [CH2:29]([O:31][C:1](=[NH:2])[CH2:3][CH2:4][CH2:5][O:6][C@H:7]1[CH2:8][CH2:9][C@H:10]([N:13]([CH3:27])[S:14]([C:17]2[CH:22]=[CH:21][C:20]([C:23]([F:24])([F:25])[F:26])=[CH:19][CH:18]=2)(=[O:16])=[O:15])[CH2:11][CH2:12]1)[CH3:30]. Given the reactants [C:1]([CH2:3][CH2:4][CH2:5][O:6][C@H:7]1[CH2:12][CH2:11][C@H:10]([N:13]([CH3:27])[S:14]([C:17]2[CH:22]=[CH:21][C:20]([C:23]([F:26])([F:25])[F:24])=[CH:19][CH:18]=2)(=[O:16])=[O:15])[CH2:9][CH2:8]1)#[N:2].Cl.[CH2:29]([OH:31])[CH3:30], predict the reaction product.